Dataset: Experimentally validated miRNA-target interactions with 360,000+ pairs, plus equal number of negative samples. Task: Binary Classification. Given a miRNA mature sequence and a target amino acid sequence, predict their likelihood of interaction. (1) The miRNA is hsa-miR-648 with sequence AAGUGUGCAGGGCACUGGU. The protein sequence of the target gene is MIASHLLAYFFTELNHDQVQKVDQYLYHMRLSDETLLEISKRFRKEMEKGLGATTHPTAAVKMLPTFVRSTPDGTEHGEFLALDLGGTNFRVLWVKVTDNGLQKVEMENQIYAIPEDIMRGSGTQLFDHIAECLANFMDKLQIKDKKLPLGFTFSFPCHQTKLDESFLVSWTKGFKSSGVEGRDVVALIRKAIQRRGDFDIDIVAVVNDTVGTMMTCGYDDHNCEIGLIVGTGSNACYMEEMRHIDMVEGDEGRMCINMEWGAFGDDGSLNDIRTEFDQEIDMGSLNPGKQLFEKMISGM.... Result: 0 (no interaction). (2) The protein sequence of the target gene is MAAEEGVASAASAGGSWGTAAMGRVLPMLLVPVPAEAMGQLGSRAQLRTQPEALGSLTAAGSLQVLSLTPGSRGGGRCCLEGPFWHFLWEDSRNSSTPTEKPKLLALGENYELLIYEFNLKDGRCDATILYSCSREALQKLIDDQDISISLLSLRILSFHNNTSLLFINKCVILHIIFPERDAAIRVLNCFTLPLPAQAVDMIIDTQLCRGILFVLSSLGWIYIFDVVDGTYVAHVDLALHKEDMCNEQQQEPAKISSFTSLKVSQDLDVAVIVSSSNSAVALNLNLYFRQHPGHLLCER.... The miRNA is hsa-miR-3616-3p with sequence CGAGGGCAUUUCAUGAUGCAGGC. Result: 0 (no interaction). (3) The miRNA is hsa-miR-4308 with sequence UCCCUGGAGUUUCUUCUU. The protein sequence of the target gene is MDLGSSSDSAPDCWDQVDMEAPGSAPSGDGIAPAAMAAAEAAEAEAQRKHLSLAFSSQLNIHAKPFVPSVSAAEFVPSFLPGSAQPPAPTASSCDETCIGGAGEPEGKRMEWGAPVEPSKDGPLVSWEGSSSVVTMELSEPVVENGEVEMALEESWELKEVSEAKPEASLGDAGPPEESVKEVMEEKEEVRKSKSVSIPSGAPKKEHVNVVFIGHVDAGKSTIGGQIMFLTGMVDRRTLEKYEREAKEKNRETWYLSWALDTNQEERDKGKTVEVGRAYFETEKKHFTILDAPGHKSFVP.... Result: 0 (no interaction).